This data is from Forward reaction prediction with 1.9M reactions from USPTO patents (1976-2016). The task is: Predict the product of the given reaction. Given the reactants [N:1]([C@@H:4]([CH:34]([C:42]1[CH:47]=[CH:46][CH:45]=[C:44]([F:48])[CH:43]=1)[C:35]1[CH:40]=[CH:39][CH:38]=[C:37]([F:41])[CH:36]=1)[C:5]([NH:7][C:8]1[CH:13]=[CH:12][CH:11]=[C:10]([F:14])[C:9]=1[CH2:15][CH2:16][C@H:17]([NH:24][S:25]([C:28]1[CH:33]=[CH:32][CH:31]=[CH:30][CH:29]=1)(=[O:27])=[O:26])[CH2:18][NH:19][CH2:20][C@H:21]([OH:23])[CH3:22])=[O:6])=[N+:2]=[N-:3].[C:49](O[C:49]([O:51][C:52]([CH3:55])([CH3:54])[CH3:53])=[O:50])([O:51][C:52]([CH3:55])([CH3:54])[CH3:53])=[O:50].C(N(CC)CC)C, predict the reaction product. The product is: [N:1]([C@@H:4]([CH:34]([C:35]1[CH:40]=[CH:39][CH:38]=[C:37]([F:41])[CH:36]=1)[C:42]1[CH:47]=[CH:46][CH:45]=[C:44]([F:48])[CH:43]=1)[C:5]([NH:7][C:8]1[CH:13]=[CH:12][CH:11]=[C:10]([F:14])[C:9]=1[CH2:15][CH2:16][C@H:17]([NH:24][S:25]([C:28]1[CH:33]=[CH:32][CH:31]=[CH:30][CH:29]=1)(=[O:27])=[O:26])[CH2:18][N:19]([CH2:20][C@H:21]([OH:23])[CH3:22])[C:49](=[O:50])[O:51][C:52]([CH3:55])([CH3:54])[CH3:53])=[O:6])=[N+:2]=[N-:3].